This data is from Full USPTO retrosynthesis dataset with 1.9M reactions from patents (1976-2016). The task is: Predict the reactants needed to synthesize the given product. (1) Given the product [CH:9]1([O:8][C:5]2[CH:6]=[CH:7][C:2]([NH:20][C:17]3[CH:18]=[CH:19][N:15]([CH3:14])[N:16]=3)=[N:3][CH:4]=2)[CH2:13][CH2:12][CH2:11][CH2:10]1, predict the reactants needed to synthesize it. The reactants are: Br[C:2]1[CH:7]=[CH:6][C:5]([O:8][CH:9]2[CH2:13][CH2:12][CH2:11][CH2:10]2)=[CH:4][N:3]=1.[CH3:14][N:15]1[CH:19]=[CH:18][C:17]([NH2:20])=[N:16]1. (2) Given the product [Cl:35][C:36]1[N:40]([CH3:41])[N:39]=[CH:38][C:37]=1[NH:42][C:2]1[N:3]=[C:4]([O:29][CH:30]2[CH2:31][CH2:32][CH2:33]2)[C:5]2[C:10]([C:11]3[CH:20]=[CH:19][C:14]([C:15]([NH:17][CH3:18])=[O:16])=[CH:13][CH:12]=3)=[CH:9][N:8]([CH2:21][O:22][CH2:23][CH2:24][Si:25]([CH3:27])([CH3:26])[CH3:28])[C:6]=2[N:7]=1, predict the reactants needed to synthesize it. The reactants are: Cl[C:2]1[N:3]=[C:4]([O:29][CH:30]2[CH2:33][CH2:32][CH2:31]2)[C:5]2[C:10]([C:11]3[CH:20]=[CH:19][C:14]([C:15]([NH:17][CH3:18])=[O:16])=[CH:13][CH:12]=3)=[CH:9][N:8]([CH2:21][O:22][CH2:23][CH2:24][Si:25]([CH3:28])([CH3:27])[CH3:26])[C:6]=2[N:7]=1.Cl.[Cl:35][C:36]1[N:40]([CH3:41])[N:39]=[CH:38][C:37]=1[NH2:42].C(=O)([O-])[O-].[Cs+].[Cs+].C1(P(C2CCCCC2)C2C=CC=CC=2C2C(C(C)C)=CC(C(C)C)=CC=2C(C)C)CCCCC1.